This data is from Forward reaction prediction with 1.9M reactions from USPTO patents (1976-2016). The task is: Predict the product of the given reaction. (1) The product is: [C:33]([C:30]1[CH:29]=[CH:28][C:27]([C:26]([NH:25][C:21]2[CH:22]=[CH:23][CH:24]=[C:19]([C:17]3[N:18]=[C:13]([NH:12][C:9]4[CH:8]=[CH:7][C:6]([C:5]5[NH:45][CH2:44][CH2:43][N:42]=5)=[CH:11][CH:10]=4)[C:14]4[N:15]([CH:39]=[CH:40][N:41]=4)[CH:16]=3)[C:20]=2[CH3:38])=[O:37])=[CH:32][CH:31]=1)([CH3:34])([CH3:36])[CH3:35]. Given the reactants Cl.C(O[C:5](=[NH:42])[C:6]1[CH:11]=[CH:10][C:9]([NH:12][C:13]2[C:14]3[N:15]([CH:39]=[CH:40][N:41]=3)[CH:16]=[C:17]([C:19]3[CH:24]=[CH:23][CH:22]=[C:21]([NH:25][C:26](=[O:37])[C:27]4[CH:32]=[CH:31][C:30]([C:33]([CH3:36])([CH3:35])[CH3:34])=[CH:29][CH:28]=4)[C:20]=3[CH3:38])[N:18]=2)=[CH:8][CH:7]=1)C.[CH2:43](N)[CH2:44][NH2:45], predict the reaction product. (2) Given the reactants [NH2:1][C:2]1[S:3][CH:4]=[CH:5][N:6]=1.[C:7](N1C=CN=C1)(N1C=CN=C1)=[O:8].[CH3:19][C:20]1[C:21]([CH2:27][N:28]([CH2:35][C:36]2[C:41]([CH:42]([CH3:44])[CH3:43])=[CH:40][CH:39]=[CH:38][N:37]=2)[CH:29]2[CH2:34][CH2:33][NH:32][CH2:31][CH2:30]2)=[N:22][CH:23]=[C:24]([CH3:26])[CH:25]=1, predict the reaction product. The product is: [S:3]1[CH:4]=[CH:5][N:6]=[C:2]1[NH:1][C:7]([N:32]1[CH2:33][CH2:34][CH:29]([N:28]([CH2:27][C:21]2[C:20]([CH3:19])=[CH:25][C:24]([CH3:26])=[CH:23][N:22]=2)[CH2:35][C:36]2[C:41]([CH:42]([CH3:44])[CH3:43])=[CH:40][CH:39]=[CH:38][N:37]=2)[CH2:30][CH2:31]1)=[O:8]. (3) Given the reactants [CH3:1][O:2][C:3]([C@@H:5]1[CH2:9][C@@H:8]([S:10]([C:13]2[CH:18]=[CH:17][C:16]([Br:19])=[CH:15][C:14]=2[C:20]([F:23])([F:22])[F:21])(=[O:12])=[O:11])[CH2:7][N:6]1[C:24](=O)[CH2:25][C:26](=O)[CH3:27])=[O:4].COC1C=CC(P2(SP(C3C=CC(OC)=CC=3)(=S)S2)=S)=CC=1.Cl.[CH:53]1([NH:57][NH2:58])[CH2:56][CH2:55][CH2:54]1, predict the reaction product. The product is: [CH3:1][O:2][C:3]([C@@H:5]1[CH2:9][C@@H:8]([S:10]([C:13]2[CH:18]=[CH:17][C:16]([Br:19])=[CH:15][C:14]=2[C:20]([F:22])([F:23])[F:21])(=[O:12])=[O:11])[CH2:7][N:6]1[C:24]1[N:57]([CH:53]2[CH2:56][CH2:55][CH2:54]2)[N:58]=[C:26]([CH3:27])[CH:25]=1)=[O:4]. (4) Given the reactants Br[C:2]1[CH:7]=[CH:6][C:5]([CH2:8][CH:9]([CH3:11])[CH3:10])=[CH:4][CH:3]=1.C1(P(C2CCCCC2)C2C=CC=CC=2C2C(OC)=CC=CC=2OC)CCCCC1.O=O.[CH3:43][N:44](C=O)C.O, predict the reaction product. The product is: [CH2:8]([C:5]1[CH:6]=[CH:7][C:2]([C:43]#[N:44])=[CH:3][CH:4]=1)[CH:9]([CH3:11])[CH3:10]. (5) Given the reactants C(O[C:9]([N:11]([CH2:13][C:14]1[CH:19]=[C:18]([N+:20]([O-])=O)[CH:17]=[CH:16][C:15]=1[C@@H:23]([CH2:29][CH:30]([F:32])[F:31])[C:24]([O:26][CH2:27][CH3:28])=[O:25])C)=O)C1C=CC=CC=1.Cl, predict the reaction product. The product is: [NH2:20][C:18]1[CH:17]=[CH:16][C:15]([C@@H:23]([CH2:29][CH:30]([F:31])[F:32])[C:24]([O:26][CH2:27][CH3:28])=[O:25])=[C:14]([CH2:13][NH:11][CH3:9])[CH:19]=1. (6) Given the reactants C1CN([P+](ON2N=NC3C=CC=CC2=3)(N2CCCC2)N2CCCC2)CC1.F[P-](F)(F)(F)(F)F.[C:34]([N:41]1[CH2:48][CH2:47][CH2:46][C@H:42]1[C:43]([OH:45])=O)([O:36][C:37]([CH3:40])([CH3:39])[CH3:38])=[O:35].[C:49]([NH:57][NH2:58])(=[O:56])[C:50]1[CH:55]=[CH:54][CH:53]=[CH:52][CH:51]=1.CCN(C(C)C)C(C)C, predict the reaction product. The product is: [C:49]([NH:57][NH:58][C:43]([C@@H:42]1[CH2:46][CH2:47][CH2:48][N:41]1[C:34]([O:36][C:37]([CH3:38])([CH3:39])[CH3:40])=[O:35])=[O:45])(=[O:56])[C:50]1[CH:55]=[CH:54][CH:53]=[CH:52][CH:51]=1. (7) Given the reactants C(=O)([O-])[O-].[Na+].[Na+].Cl[C:8]1[C:17]2[C:12](=[CH:13][CH:14]=[CH:15][CH:16]=2)[C:11]([N:18]2[CH2:23][CH2:22][CH:21]([N:24]([CH3:32])[C:25](=[O:31])[O:26][C:27]([CH3:30])([CH3:29])[CH3:28])[CH2:20][CH2:19]2)=[N:10][N:9]=1.[CH3:33][N:34]1[C:38](B2OC(C)(C)C(C)(C)O2)=[CH:37][CH:36]=[N:35]1.C1(C)C=CC=CC=1, predict the reaction product. The product is: [CH3:32][N:24]([CH:21]1[CH2:22][CH2:23][N:18]([C:11]2[C:12]3[C:17](=[CH:16][CH:15]=[CH:14][CH:13]=3)[C:8]([C:38]3[N:34]([CH3:33])[N:35]=[CH:36][CH:37]=3)=[N:9][N:10]=2)[CH2:19][CH2:20]1)[C:25](=[O:31])[O:26][C:27]([CH3:30])([CH3:29])[CH3:28].